Task: Predict the reaction yield, written as a fraction of the theoretical maximum amount of product (1.0 means a 100% yield; for example, 0.34 means a 34% yield).. Dataset: Reaction yield outcomes from USPTO patents with 853,638 reactions The reactants are Br[C:2]1[CH:3]=[C:4]([CH:8]2[CH2:10][CH2:9]2)[CH:5]=[CH:6][CH:7]=1.[Li]CCCC.[C:16]([C:20]1[CH:33]=[CH:32][C:23]([CH2:24][N:25]2[CH2:29][CH2:28]OS2(=O)=O)=[CH:22][CH:21]=1)([CH3:19])([CH3:18])[CH3:17]. The catalyst is C1COCC1. The product is [C:16]([C:20]1[CH:21]=[CH:22][C:23]([CH2:24][NH:25][CH2:29][CH2:28][C:2]2[CH:7]=[CH:6][CH:5]=[C:4]([CH:8]3[CH2:10][CH2:9]3)[CH:3]=2)=[CH:32][CH:33]=1)([CH3:18])([CH3:17])[CH3:19]. The yield is 0.580.